Dataset: Forward reaction prediction with 1.9M reactions from USPTO patents (1976-2016). Task: Predict the product of the given reaction. (1) Given the reactants [F:1][C:2]1[CH:33]=[CH:32][C:5]([CH2:6][NH:7][C:8]([C:10]2[N:15]=[CH:14][N:13]=[C:12]([C:16]([NH:18][CH2:19][C:20]3[CH:25]=[CH:24][C:23]([CH2:26][C:27]([O:29]CC)=[O:28])=[CH:22][CH:21]=3)=[O:17])[CH:11]=2)=[O:9])=[CH:4][C:3]=1[CH3:34].[OH-].[Na+], predict the reaction product. The product is: [F:1][C:2]1[CH:33]=[CH:32][C:5]([CH2:6][NH:7][C:8]([C:10]2[N:15]=[CH:14][N:13]=[C:12]([C:16]([NH:18][CH2:19][C:20]3[CH:25]=[CH:24][C:23]([CH2:26][C:27]([OH:29])=[O:28])=[CH:22][CH:21]=3)=[O:17])[CH:11]=2)=[O:9])=[CH:4][C:3]=1[CH3:34]. (2) Given the reactants [CH3:1]N(C)CCCN=C=NCC.O.[C:13]([NH:20][C@H:21]([C:26]([OH:28])=O)[CH2:22][CH:23]([CH3:25])C)([O:15][C:16]([CH3:19])([CH3:18])[CH3:17])=[O:14].C(N(C(C)C)CC)(C)C.OC1C2N=NNC=2C=CC=1.[CH2:48]([O:55][C:56]([N:58]1[CH2:64][CH:63]([OH:65])[CH:62]([NH2:66])[CH2:61][CH2:60][CH:59]1[CH3:67])=[O:57])[C:49]1[CH:54]=[CH:53][CH:52]=[CH:51][CH:50]=1, predict the reaction product. The product is: [CH2:48]([O:55][C:56]([N:58]1[CH2:64][C@H:63]([OH:65])[C@@H:62]([N:66]([CH3:1])[C:26](=[O:28])[C@@H:21]([NH:20][C:13]([O:15][C:16]([CH3:17])([CH3:18])[CH3:19])=[O:14])[CH2:22][CH2:23][CH3:25])[CH2:61][CH2:60][C@H:59]1[CH3:67])=[O:57])[C:49]1[CH:50]=[CH:51][CH:52]=[CH:53][CH:54]=1. (3) Given the reactants [CH3:1][N:2]1[C:6]([C:7](=[O:23])[NH:8][CH2:9][CH2:10][C:11]2[N:12]=[C:13]([C:17]3[CH:22]=[CH:21][CH:20]=[CH:19][CH:18]=3)[O:14][C:15]=2[CH3:16])=[C:5]([C:24](O)=[O:25])[CH:4]=[N:3]1.Cl.[F:28][CH:29]1[CH2:32][NH:31][CH2:30]1, predict the reaction product. The product is: [CH3:16][C:15]1[O:14][C:13]([C:17]2[CH:18]=[CH:19][CH:20]=[CH:21][CH:22]=2)=[N:12][C:11]=1[CH2:10][CH2:9][NH:8][C:7]([C:6]1[N:2]([CH3:1])[N:3]=[CH:4][C:5]=1[C:24]([N:31]1[CH2:32][CH:29]([F:28])[CH2:30]1)=[O:25])=[O:23]. (4) The product is: [CH2:45]([O:44][C:42](=[O:43])[CH2:41][C@@H:40]([C:37]1[CH:36]=[CH:35][C:34]([O:1][CH2:2][C:3]2[CH:32]=[CH:31][C:6]3[S:7][CH:8]=[C:9]([C:10]4[CH:29]=[CH:28][C:13]([CH2:14][CH:15]5[CH2:20][CH2:19][N:18]([C:21]([O:23][C:24]([CH3:27])([CH3:25])[CH3:26])=[O:22])[CH2:17][CH2:16]5)=[CH:12][C:11]=4[CH3:30])[C:5]=3[CH:4]=2)=[CH:39][CH:38]=1)[C:47]#[C:48][CH3:49])[CH3:46]. Given the reactants [OH:1][CH2:2][C:3]1[CH:32]=[CH:31][C:6]2[S:7][CH:8]=[C:9]([C:10]3[CH:29]=[CH:28][C:13]([CH2:14][CH:15]4[CH2:20][CH2:19][N:18]([C:21]([O:23][C:24]([CH3:27])([CH3:26])[CH3:25])=[O:22])[CH2:17][CH2:16]4)=[CH:12][C:11]=3[CH3:30])[C:5]=2[CH:4]=1.O[C:34]1[CH:39]=[CH:38][C:37]([C@@H:40]([C:47]#[C:48][CH3:49])[CH2:41][C:42]([O:44][CH2:45][CH3:46])=[O:43])=[CH:36][CH:35]=1.P(CCCC)(CCCC)CCCC.C1CCN(C(N=NC(N2CCCCC2)=O)=O)CC1, predict the reaction product. (5) Given the reactants [C:1]1([S:7]([N:10]2[C:14]3=[N:15][CH:16]=[C:17]([CH2:19][O:20][CH3:21])[CH:18]=[C:13]3[CH:12]=[CH:11]2)(=[O:9])=[O:8])[CH:6]=[CH:5][CH:4]=[CH:3][CH:2]=1.[CH2:22]([Li])[CH2:23][CH2:24][CH3:25].[CH3:27][CH2:28][CH2:29]CCC.C1(C=[O:39])CCCC1, predict the reaction product. The product is: [C:1]1([S:7]([N:10]2[C:14]3=[N:15][CH:16]=[C:17]([CH2:19][O:20][CH3:21])[CH:18]=[C:13]3[CH:12]=[C:11]2[CH:22]([OH:39])[CH2:23][CH:24]2[CH2:25][CH2:29][CH2:28][CH2:27]2)(=[O:8])=[O:9])[CH:6]=[CH:5][CH:4]=[CH:3][CH:2]=1. (6) Given the reactants [CH3:1][N:2]1[C:6](=[O:7])[C:5]2=[C:8]([C:12]3[CH:17]=[CH:16][C:15]([Br:18])=[CH:14][CH:13]=3)[O:9][C:10](=O)[C:4]2=[C:3]1[C:19]1[CH:24]=[CH:23][CH:22]=[CH:21][CH:20]=1.[NH2:25][C:26]1[CH:31]=[CH:30][CH:29]=[CH:28][CH:27]=1.C1CCC(N=C=NC2CCCCC2)CC1, predict the reaction product. The product is: [CH3:1][N:2]1[C:3]([C:19]2[CH:24]=[CH:23][CH:22]=[CH:21][CH:20]=2)=[C:4]2[C:5](=[C:8]([C:12]3[CH:17]=[CH:16][C:15]([Br:18])=[CH:14][CH:13]=3)[N:25]([C:26]3[CH:31]=[CH:30][CH:29]=[CH:28][CH:27]=3)[C:10]2=[O:9])[C:6]1=[O:7]. (7) The product is: [CH3:1][S:2]([O:5][C:6]1([CH2:9][CH2:10][O:16][C:12](=[O:15])[CH2:13][CH3:14])[CH2:8][CH2:7]1)(=[O:4])=[O:3]. Given the reactants [CH3:1][S:2]([O:5][C:6]1([CH2:9][CH2:10]Cl)[CH2:8][CH2:7]1)(=[O:4])=[O:3].[C:12]([O-:16])(=[O:15])[CH2:13][CH3:14].[Na+].[I-].[Na+].CN(C)C(=O)C, predict the reaction product. (8) The product is: [N:1]1[C:2]2[C:3](=[N:4][CH:5]=[CH:6][CH:7]=2)[NH:8][C:9]=1[C:10]([C@@H:13]1[C:26]2[C:21](=[N:22][C:23]([Cl:27])=[CH:24][CH:25]=2)[O:20][C:19]2[C:14]1=[CH:15][CH:16]=[CH:17][C:18]=2[F:28])([CH3:11])[CH3:12]. Given the reactants [NH2:1][C:2]1[C:3]([NH:8][C:9](=O)[C:10]([C@@H:13]2[C:26]3[C:21](=[N:22][C:23]([Cl:27])=[CH:24][CH:25]=3)[O:20][C:19]3[C:14]2=[CH:15][CH:16]=[CH:17][C:18]=3[F:28])([CH3:12])[CH3:11])=[N:4][CH:5]=[CH:6][CH:7]=1.O=P(Cl)(Cl)Cl.C([O-])([O-])=O.[Na+].[Na+], predict the reaction product. (9) The product is: [C:60]([O:64][C:65](=[O:70])[NH:66][CH2:67][CH2:68][N:10]1[CH2:11][CH2:12][CH:8]([C:7]2[N:2]([CH3:1])[C:3](=[O:29])[C:4]([C:19]3[CH:28]=[CH:27][C:26]4[C:21](=[CH:22][CH:23]=[CH:24][CH:25]=4)[CH:20]=3)=[C:5]([C:13]3[CH:18]=[CH:17][N:16]=[CH:15][CH:14]=3)[CH:6]=2)[CH2:9]1)([CH3:63])([CH3:62])[CH3:61]. Given the reactants [CH3:1][N:2]1[C:7]([CH:8]2[CH2:12][CH2:11][NH:10][CH2:9]2)=[CH:6][C:5]([C:13]2[CH:18]=[CH:17][N:16]=[CH:15][CH:14]=2)=[C:4]([C:19]2[CH:28]=[CH:27][C:26]3[C:21](=[CH:22][CH:23]=[CH:24][CH:25]=3)[CH:20]=2)[C:3]1=[O:29].CN1C(=O)C(C2C=CC3C(=CC=CC=3)C=2)=C(C2C=CN=CC=2)C=C1C1CCNCC1.[C:60]([O:64][C:65](=[O:70])[NH:66][CH2:67][CH:68]=O)([CH3:63])([CH3:62])[CH3:61].C(O[BH-](OC(=O)C)OC(=O)C)(=O)C.[Na+].C([O-])(O)=O.[Na+], predict the reaction product. (10) Given the reactants F[C:2]1[CH:7]=[CH:6][C:5]([N+:8]([O-:10])=[O:9])=[CH:4][C:3]=1[CH3:11].[OH:12][C:13]1[CH:14]=[C:15]([C:19]2([C:22]#[N:23])[CH2:21][CH2:20]2)[CH:16]=[CH:17][CH:18]=1.C(=O)([O-])[O-].[K+].[K+], predict the reaction product. The product is: [CH3:11][C:3]1[CH:4]=[C:5]([N+:8]([O-:10])=[O:9])[CH:6]=[CH:7][C:2]=1[O:12][C:13]1[CH:14]=[C:15]([C:19]2([C:22]#[N:23])[CH2:20][CH2:21]2)[CH:16]=[CH:17][CH:18]=1.